Task: Predict which catalyst facilitates the given reaction.. Dataset: Catalyst prediction with 721,799 reactions and 888 catalyst types from USPTO Reactant: [CH2:1]([O:8][C:9]1[CH:18]=[C:17]2[C:12]([C:13](Cl)=[C:14]([C:19]#[N:20])[CH:15]=[N:16]2)=[CH:11][C:10]=1[O:22][CH3:23])[C:2]1[CH:7]=[CH:6][CH:5]=[CH:4][CH:3]=1.[NH2:24][C:25]1[CH:30]=[CH:29][C:28]([NH:31][C:32](=[O:39])[C:33]2[CH:38]=[CH:37][CH:36]=[CH:35][CH:34]=2)=[CH:27][CH:26]=1.N1C=CC=CC=1. Product: [CH2:1]([O:8][C:9]1[CH:18]=[C:17]2[C:12]([C:13]([NH:24][C:25]3[CH:30]=[CH:29][C:28]([NH:31][C:32](=[O:39])[C:33]4[CH:38]=[CH:37][CH:36]=[CH:35][CH:34]=4)=[CH:27][CH:26]=3)=[C:14]([C:19]#[N:20])[CH:15]=[N:16]2)=[CH:11][C:10]=1[O:22][CH3:23])[C:2]1[CH:7]=[CH:6][CH:5]=[CH:4][CH:3]=1. The catalyst class is: 14.